This data is from Reaction yield outcomes from USPTO patents with 853,638 reactions. The task is: Predict the reaction yield, written as a fraction of the theoretical maximum amount of product (1.0 means a 100% yield; for example, 0.34 means a 34% yield). (1) The reactants are [CH2:1]([O:8][C:9]1[CH:14]=[CH:13][C:12]([C:15](=[O:17])[CH3:16])=[CH:11][C:10]=1[O:18][CH3:19])[C:2]1[CH:7]=[CH:6][CH:5]=[CH:4][CH:3]=1.[N+:20]([O-])([OH:22])=[O:21].S(=O)(=O)(O)O. The catalyst is ClCCl. The product is [CH2:1]([O:8][C:9]1[C:10]([O:18][CH3:19])=[CH:11][C:12]([C:15](=[O:17])[CH3:16])=[C:13]([N+:20]([O-:22])=[O:21])[CH:14]=1)[C:2]1[CH:3]=[CH:4][CH:5]=[CH:6][CH:7]=1. The yield is 0.600. (2) The reactants are [Cl:1][C:2]1[CH:16]=[CH:15][C:5]([CH2:6][NH:7][C:8](=[O:14])[CH2:9][C:10]([F:13])([F:12])[F:11])=[CH:4][C:3]=1[CH2:17][OH:18]. The catalyst is CC#N.O=[Mn]=O. The product is [Cl:1][C:2]1[CH:16]=[CH:15][C:5]([CH2:6][NH:7][C:8](=[O:14])[CH2:9][C:10]([F:13])([F:12])[F:11])=[CH:4][C:3]=1[CH:17]=[O:18]. The yield is 1.00. (3) The reactants are [CH3:1][CH:2]1[CH2:6][CH2:5][CH2:4][N:3]1[CH2:7][CH2:8][O:9][C:10]1[CH:15]=[CH:14][C:13]([C:16]2[O:17][CH:18]=[C:19]([CH2:21][C:22]([N:24]3[CH2:29][CH2:28][CH2:27][CH2:26][CH2:25]3)=O)[N:20]=2)=[CH:12][CH:11]=1.B.O1CCCC1.[OH-].[Na+].[Cl-].[NH4+]. The catalyst is O1CCCC1. The yield is 0.230. The product is [CH3:1][CH:2]1[CH2:6][CH2:5][CH2:4][N:3]1[CH2:7][CH2:8][O:9][C:10]1[CH:15]=[CH:14][C:13]([C:16]2[O:17][CH:18]=[C:19]([CH2:21][CH2:22][N:24]3[CH2:29][CH2:28][CH2:27][CH2:26][CH2:25]3)[N:20]=2)=[CH:12][CH:11]=1. (4) The reactants are CC([O-])(C)C.[K+].[NH2:7][OH:8].[ClH:9].Cl[C:11]1[CH:12]=[C:13]([CH:16]=[CH:17][C:18]=1[C:19]1[C:30](=O)[N:29]([CH2:32][CH3:33])[C:22]2[N:23]=[C:24]([S:27][CH3:28])[N:25]=[CH:26][C:21]=2[CH:20]=1)[C:14]#[N:15].[OH2:34]. The catalyst is CS(C)=O. The product is [Cl:9][C:11]1[CH:12]=[C:13]([C:14](=[NH:15])[NH:7][OH:8])[CH:16]=[CH:17][C:18]=1[C:19]1[C:30](=[O:34])[N:29]([CH2:32][CH3:33])[C:22]2[N:23]=[C:24]([S:27][CH3:28])[N:25]=[CH:26][C:21]=2[CH:20]=1. The yield is 0.940. (5) The reactants are [CH2:1]([CH:3]([CH2:22][CH2:23][CH2:24][CH3:25])[CH2:4][N:5]1[C:17]2[CH:16]=[CH:15][C:14]3[CH:18]=[CH:19][CH:20]=[CH:21][C:13]=3[C:12]=2[C:11]2[CH:10]=[CH:9][CH:8]=[CH:7][C:6]1=2)[CH3:2].[Al+3].[Cl-].[Cl-].[Cl-].[CH3:30][C:31]1[CH:39]=[C:38]([CH3:40])[CH:37]=[C:36]([CH3:41])[C:32]=1[C:33](Cl)=[O:34].[C:42]1([CH3:51])[C:43]([C:48](Cl)=[O:49])=[CH:44][CH:45]=[CH:46][CH:47]=1. The catalyst is C(Cl)Cl. The product is [CH2:1]([CH:3]([CH2:22][CH2:23][CH2:24][CH3:25])[CH2:4][N:5]1[C:17]2[CH:16]=[CH:15][C:14]3[CH:18]=[C:19]([C:33](=[O:34])[C:32]4[C:31]([CH3:30])=[CH:39][C:38]([CH3:40])=[CH:37][C:36]=4[CH3:41])[CH:20]=[CH:21][C:13]=3[C:12]=2[C:11]2[CH:10]=[C:9]([C:48]([C:43]3[CH:44]=[CH:45][CH:46]=[CH:47][C:42]=3[CH3:51])=[O:49])[CH:8]=[CH:7][C:6]1=2)[CH3:2]. The yield is 0.210. (6) The reactants are F[C:2]1[CH:7]=[CH:6][C:5]([I:8])=[CH:4][C:3]=1[N+:9]([O-:11])=[O:10].[OH:12][CH2:13][C:14]1([CH2:17][OH:18])[CH2:16][CH2:15]1.C([O-])([O-])=O.[K+].[K+]. The catalyst is CN(C=O)C. The product is [I:8][C:5]1[CH:6]=[CH:7][C:2]([O:12][CH2:13][C:14]2([CH2:17][OH:18])[CH2:16][CH2:15]2)=[C:3]([N+:9]([O-:11])=[O:10])[CH:4]=1. The yield is 0.710. (7) The reactants are [CH2:1]=[CH:2][CH:3]1[CH2:8][CH:7]2[O:9][CH:6]2[CH2:5][CH2:4]1.[C:10]([OH:21])(=[O:20])[CH2:11][CH2:12][CH2:13][CH2:14][CH2:15][CH2:16][C:17]([OH:19])=[O:18].C(N([CH2:27][CH3:28])CC)C. The catalyst is C1(C)C=CC=CC=1. The product is [C:10]([O:21][CH:7]1[CH2:8][CH:3]([CH:2]=[CH2:1])[CH2:4][CH2:5][CH:6]1[OH:9])(=[O:20])[CH2:11][CH2:12][CH2:13][CH2:14][CH2:15][CH2:16][C:17]([O:19][CH:6]1[CH2:5][CH:4]([CH:27]=[CH2:28])[CH2:3][CH2:8][CH:7]1[OH:9])=[O:18]. The yield is 0.220. (8) The reactants are [Cl:1][C:2]1[CH:7]=[CH:6][CH:5]=[C:4]([N+:8]([O-:10])=[O:9])[C:3]=1Cl.[C:12]([O:16][C:17]([N:19]1[CH2:24][CH2:23][NH:22][CH2:21][CH2:20]1)=[O:18])([CH3:15])([CH3:14])[CH3:13].C([O-])([O-])=O.[K+].[K+]. The catalyst is C(#N)C. The product is [C:12]([O:16][C:17]([N:19]1[CH2:24][CH2:23][N:22]([C:3]2[C:4]([N+:8]([O-:10])=[O:9])=[CH:5][CH:6]=[CH:7][C:2]=2[Cl:1])[CH2:21][CH2:20]1)=[O:18])([CH3:15])([CH3:13])[CH3:14]. The yield is 0.700.